This data is from Catalyst prediction with 721,799 reactions and 888 catalyst types from USPTO. The task is: Predict which catalyst facilitates the given reaction. Reactant: C([O:4][CH:5]1[C:9]2=[N:10][CH:11]=[C:12]([NH:29][C:30]([C:32]3[CH:37]=[CH:36][C:35]([F:38])=[C:34]([C:39]4[C:44]([F:45])=[CH:43][CH:42]=[C:41]([O:46][CH3:47])[C:40]=4[F:48])[N:33]=3)=[O:31])[C:13]([N:14]3[CH2:19][C@H:18]([CH3:20])[CH2:17][C@H:16]([NH:21]C(OC(C)(C)C)=O)[CH2:15]3)=[C:8]2[CH2:7][CH2:6]1)(=O)C.CO.[OH-].[Na+].C(O)(C(F)(F)F)=O. Product: [NH2:21][C@H:16]1[CH2:17][C@@H:18]([CH3:20])[CH2:19][N:14]([C:13]2[C:12]([NH:29][C:30]([C:32]3[CH:37]=[CH:36][C:35]([F:38])=[C:34]([C:39]4[C:44]([F:45])=[CH:43][CH:42]=[C:41]([O:46][CH3:47])[C:40]=4[F:48])[N:33]=3)=[O:31])=[CH:11][N:10]=[C:9]3[CH:5]([OH:4])[CH2:6][CH2:7][C:8]=23)[CH2:15]1. The catalyst class is: 168.